From a dataset of Forward reaction prediction with 1.9M reactions from USPTO patents (1976-2016). Predict the product of the given reaction. (1) The product is: [NH2:1][C:4]1[CH:5]=[C:6]([C:19]2[CH:20]=[C:21]([CH:24]=[C:25]([F:27])[CH:26]=2)[C:22]#[N:23])[CH:7]=[C:8]2[C:12]=1[NH:11][C:10](=[O:13])[C:9]12[CH2:14][CH2:15][CH2:16][CH2:17][CH2:18]1. Given the reactants [N+:1]([C:4]1[CH:5]=[C:6]([C:19]2[CH:20]=[C:21]([CH:24]=[C:25]([F:27])[CH:26]=2)[C:22]#[N:23])[CH:7]=[C:8]2[C:12]=1[NH:11][C:10](=[O:13])[C:9]12[CH2:18][CH2:17][CH2:16][CH2:15][CH2:14]1)([O-])=O.O.O.[Sn](Cl)Cl.CCOCC, predict the reaction product. (2) Given the reactants C(OC(=O)[NH:7][C:8]1[N:9]([CH3:26])[C:10](=[O:25])[C:11]([CH3:24])([CH3:23])[C@:12]([C:15]2[CH:20]=[C:19](Br)[CH:18]=[CH:17][C:16]=2[F:22])([CH3:14])[N:13]=1)(C)(C)C.[CH3:28][C:29]1[CH:30]=[CH:31][C:32]([NH2:35])=[CH:33][CH:34]=1, predict the reaction product. The product is: [NH2:7][C:8]1[N:9]([CH3:26])[C:10](=[O:25])[C:11]([CH3:24])([CH3:23])[C@:12]([C:15]2[CH:20]=[C:19]([NH:35][C:32]3[CH:33]=[CH:34][C:29]([CH3:28])=[CH:30][CH:31]=3)[CH:18]=[CH:17][C:16]=2[F:22])([CH3:14])[N:13]=1. (3) Given the reactants O[C:2]1[C:3]2[CH2:11][N:10]([C:12]3[CH:19]=[CH:18][C:15]([C:16]#[N:17])=[C:14]([C:20]([F:23])([F:22])[F:21])[CH:13]=3)[CH2:9][CH2:8][C:4]=2[N:5]=[CH:6][N:7]=1.P(Cl)(Cl)([Cl:26])=O.C(N(CC)CC)C.C(=O)([O-])[O-].[K+].[K+], predict the reaction product. The product is: [Cl:26][C:2]1[C:3]2[CH2:11][N:10]([C:12]3[CH:19]=[CH:18][C:15]([C:16]#[N:17])=[C:14]([C:20]([F:23])([F:22])[F:21])[CH:13]=3)[CH2:9][CH2:8][C:4]=2[N:5]=[CH:6][N:7]=1.